This data is from Full USPTO retrosynthesis dataset with 1.9M reactions from patents (1976-2016). The task is: Predict the reactants needed to synthesize the given product. Given the product [CH3:23][O:22][C:20]([C:19]1[N:18]([CH2:24][C:25]2[CH:26]=[CH:27][C:28]([C:31]3[CH:36]=[CH:35][CH:34]=[CH:33][C:32]=3[C:37]3[N:41]([C:42]([C:55]4[CH:60]=[CH:59][CH:58]=[CH:57][CH:56]=4)([C:49]4[CH:50]=[CH:51][CH:52]=[CH:53][CH:54]=4)[C:43]4[CH:48]=[CH:47][CH:46]=[CH:45][CH:44]=4)[N:40]=[N:39][N:38]=3)=[CH:29][CH:30]=2)[C:17]([CH2:61][CH2:62][CH3:63])=[N:16][C:15]=1[CH2:13][OH:12])=[O:21], predict the reactants needed to synthesize it. The reactants are: [H-].C([Al+]CC(C)C)C(C)C.C[O:12][C:13]([C:15]1[N:16]=[C:17]([CH2:61][CH2:62][CH3:63])[N:18]([CH2:24][C:25]2[CH:30]=[CH:29][C:28]([C:31]3[CH:36]=[CH:35][CH:34]=[CH:33][C:32]=3[C:37]3[N:41]([C:42]([C:55]4[CH:60]=[CH:59][CH:58]=[CH:57][CH:56]=4)([C:49]4[CH:54]=[CH:53][CH:52]=[CH:51][CH:50]=4)[C:43]4[CH:48]=[CH:47][CH:46]=[CH:45][CH:44]=4)[N:40]=[N:39][N:38]=3)=[CH:27][CH:26]=2)[C:19]=1[C:20]([O:22][CH3:23])=[O:21])=O.C(OCC)(=O)C.O.